Dataset: Reaction yield outcomes from USPTO patents with 853,638 reactions. Task: Predict the reaction yield, written as a fraction of the theoretical maximum amount of product (1.0 means a 100% yield; for example, 0.34 means a 34% yield). The reactants are [Cl-].O[NH3+:3].[C:4](=[O:7])([O-])[OH:5].[Na+].CS(C)=O.[CH2:13]([C:17]1[N:18]([CH2:34][C:35]2[CH:40]=[CH:39][C:38]([C:41]3[C:42]([C:47]#[N:48])=[CH:43][CH:44]=[CH:45][CH:46]=3)=[CH:37][C:36]=2[F:49])[C:19](=[O:33])[C:20]([C:24]2[CH:25]=[CH:26][C:27]3[O:31][CH2:30][CH2:29][C:28]=3[CH:32]=2)=[C:21]([CH3:23])[N:22]=1)[CH2:14][CH2:15][CH3:16]. The catalyst is O. The product is [CH2:13]([C:17]1[N:18]([CH2:34][C:35]2[CH:40]=[CH:39][C:38]([C:41]3[CH:46]=[CH:45][CH:44]=[CH:43][C:42]=3[C:47]3[NH:3][C:4](=[O:7])[O:5][N:48]=3)=[CH:37][C:36]=2[F:49])[C:19](=[O:33])[C:20]([C:24]2[CH:25]=[CH:26][C:27]3[O:31][CH2:30][CH2:29][C:28]=3[CH:32]=2)=[C:21]([CH3:23])[N:22]=1)[CH2:14][CH2:15][CH3:16]. The yield is 0.840.